Dataset: Reaction yield outcomes from USPTO patents with 853,638 reactions. Task: Predict the reaction yield, written as a fraction of the theoretical maximum amount of product (1.0 means a 100% yield; for example, 0.34 means a 34% yield). (1) The reactants are C(O[BH-](OC(=O)C)OC(=O)C)(=O)C.[Na+].[NH2:15][C:16]1[CH:17]=[C:18]2[C:22](=[CH:23][CH:24]=1)[C:21](=[O:25])[N:20]([CH:26]([CH3:28])[CH3:27])[C:19]2=[O:29].[Cl:30][C:31]1[CH:38]=[CH:37][C:34]([CH:35]=O)=[CH:33][CH:32]=1.C(O)(=O)C. The catalyst is ClCCl. The product is [Cl:30][C:31]1[CH:38]=[CH:37][C:34]([CH2:35][NH:15][C:16]2[CH:17]=[C:18]3[C:22](=[CH:23][CH:24]=2)[C:21](=[O:25])[N:20]([CH:26]([CH3:27])[CH3:28])[C:19]3=[O:29])=[CH:33][CH:32]=1. The yield is 0.200. (2) The reactants are Br[C:2]1[C:3]([CH3:27])=[N:4][N:5]([C:20]2[CH:25]=[CH:24][CH:23]=[CH:22][C:21]=2[CH3:26])[C:6]=1[NH:7][C:8]1[CH:17]=[CH:16][C:15]([O:18][CH3:19])=[CH:14][C:9]=1[C:10]([O:12]C)=[O:11].[S:28]1[C:32](B(O)O)=[CH:31][C:30]2[CH:36]=[CH:37][CH:38]=[CH:39][C:29]1=2.C([O-])([O-])=O.[Na+].[Na+].N#N. The catalyst is CN(C=O)C.C1C=CC([P]([Pd]([P](C2C=CC=CC=2)(C2C=CC=CC=2)C2C=CC=CC=2)([P](C2C=CC=CC=2)(C2C=CC=CC=2)C2C=CC=CC=2)[P](C2C=CC=CC=2)(C2C=CC=CC=2)C2C=CC=CC=2)(C2C=CC=CC=2)C2C=CC=CC=2)=CC=1. The product is [S:28]1[C:29]2[CH:39]=[CH:38][CH:37]=[CH:36][C:30]=2[CH:31]=[C:32]1[C:2]1[C:3]([CH3:27])=[N:4][N:5]([C:20]2[CH:25]=[CH:24][CH:23]=[CH:22][C:21]=2[CH3:26])[C:6]=1[NH:7][C:8]1[CH:17]=[CH:16][C:15]([O:18][CH3:19])=[CH:14][C:9]=1[C:10]([OH:12])=[O:11]. The yield is 0.360.